From a dataset of Catalyst prediction with 721,799 reactions and 888 catalyst types from USPTO. Predict which catalyst facilitates the given reaction. (1) Reactant: Cl[C:2]1[C:7]([C:8]#[N:9])=[CH:6][CH:5]=[CH:4][N:3]=1.Cl.[CH2:11]([O:13][C:14](=[O:17])[CH2:15][NH2:16])[CH3:12].C(=O)([O-])[O-].[Na+].[Na+].[F-].[K+]. Product: [CH2:11]([O:13][C:14](=[O:17])[CH2:15][NH:16][C:2]1[C:7]([C:8]#[N:9])=[CH:6][CH:5]=[CH:4][N:3]=1)[CH3:12]. The catalyst class is: 374. (2) Reactant: [CH2:1]1[C:10]2[C:5](=[CH:6][CH:7]=[CH:8][CH:9]=2)[CH2:4][C@H:3]([C:11]([NH:13][C@H:14]([C:16]2[CH:25]=[CH:24][C:19]([C:20]([O:22][CH3:23])=[O:21])=[CH:18][CH:17]=2)[CH3:15])=[O:12])[NH:2]1.C(O[BH-](O[C:36](=[O:38])[CH3:37])OC(=O)C)(=O)C.[Na+].N. Product: [O:38]([CH2:36][CH2:37][N:2]1[C@@H:3]([C:11]([NH:13][C@H:14]([C:16]2[CH:17]=[CH:18][C:19]([C:20]([O:22][CH3:23])=[O:21])=[CH:24][CH:25]=2)[CH3:15])=[O:12])[CH2:4][C:5]2[C:10](=[CH:9][CH:8]=[CH:7][CH:6]=2)[CH2:1]1)[C:5]1[CH:10]=[CH:9][CH:8]=[CH:7][CH:6]=1. The catalyst class is: 6.